This data is from Full USPTO retrosynthesis dataset with 1.9M reactions from patents (1976-2016). The task is: Predict the reactants needed to synthesize the given product. (1) Given the product [CH3:1][CH:2]1[CH2:3][NH:4][CH2:5][CH2:6][N:7]1[C:8]1[CH:13]=[CH:12][N:11]=[CH:10][C:9]=1[N+:14]([O-:16])=[O:15], predict the reactants needed to synthesize it. The reactants are: [CH3:1][CH:2]1[N:7]([C:8]2[CH:13]=[CH:12][N:11]=[CH:10][C:9]=2[N+:14]([O-:16])=[O:15])[CH2:6][CH2:5][N:4](C(OC(C)(C)C)=O)[CH2:3]1.C(O)(C(F)(F)F)=O. (2) Given the product [CH2:20]([O:27][C:28]1[C:33](=[O:34])[CH:32]=[C:31]([CH2:35][O:36][CH:37]2[CH2:42][CH2:41][CH2:40][CH2:39][O:38]2)[O:30][C:29]=1[C:43]([N:4]([CH2:5][CH:6]1[CH2:10][O:9][C:8]([CH3:11])([CH3:12])[N:7]1[C:13]([O:15][C:16]([CH3:17])([CH3:18])[CH3:19])=[O:14])[CH:1]([CH3:3])[CH3:2])=[O:44])[C:21]1[CH:22]=[CH:23][CH:24]=[CH:25][CH:26]=1, predict the reactants needed to synthesize it. The reactants are: [CH:1]([NH:4][CH2:5][CH:6]1[CH2:10][O:9][C:8]([CH3:12])([CH3:11])[N:7]1[C:13]([O:15][C:16]([CH3:19])([CH3:18])[CH3:17])=[O:14])([CH3:3])[CH3:2].[CH2:20]([O:27][C:28]1[C:33](=[O:34])[CH:32]=[C:31]([CH2:35][O:36][CH:37]2[CH2:42][CH2:41][CH2:40][CH2:39][O:38]2)[O:30][C:29]=1[C:43](O)=[O:44])[C:21]1[CH:26]=[CH:25][CH:24]=[CH:23][CH:22]=1.CN(C(ON1N=NC2C=CC=NC1=2)=[N+](C)C)C.F[P-](F)(F)(F)(F)F.CCN(C(C)C)C(C)C. (3) Given the product [O:1]=[C:2]1[C:6]([C:13]2[CH:18]=[CH:17][CH:16]=[CH:15][CH:14]=2)([C:7]2[CH:12]=[CH:11][CH:10]=[CH:9][CH:8]=2)[CH2:5][CH2:4][N:3]1[CH2:19][C:20]([NH:31][C:28]1[CH:27]=[CH:26][C:25]([C:24]([F:32])([F:23])[F:33])=[CH:30][N:29]=1)=[O:21], predict the reactants needed to synthesize it. The reactants are: [O:1]=[C:2]1[C:6]([C:13]2[CH:18]=[CH:17][CH:16]=[CH:15][CH:14]=2)([C:7]2[CH:12]=[CH:11][CH:10]=[CH:9][CH:8]=2)[CH2:5][CH2:4][N:3]1[CH2:19][C:20](Cl)=[O:21].[F:23][C:24]([F:33])([F:32])[C:25]1[CH:26]=[CH:27][C:28]([NH2:31])=[N:29][CH:30]=1.CN1CCOCC1. (4) Given the product [Br:1][C:2]1[S:6][C:5]([N+:7]([O-:9])=[O:8])=[C:4]([C:10]([NH2:11])=[O:21])[CH:3]=1, predict the reactants needed to synthesize it. The reactants are: [Br:1][C:2]1[S:6][C:5]([N+:7]([O-:9])=[O:8])=[C:4]([CH:10]=[N:11]O)[CH:3]=1.O.C1(C)C=CC(S(O)(=O)=[O:21])=CC=1.CCN(CCOC1C=CC(CC2C=CC=CC=2)=CC=1)CC.Cl. (5) The reactants are: O=[C:2]1[CH2:7][CH2:6][CH2:5][CH2:4][CH:3]1[N:8]1[C:12]([C:13]2[CH:18]=[CH:17][CH:16]=[CH:15][CH:14]=2)=[C:11]([C:19]([O:21][CH2:22][CH3:23])=[O:20])[N:10]=[CH:9]1.[CH3:24]C(C)([O-])C.[K+]. Given the product [CH2:24]=[C:2]1[CH2:7][CH2:6][CH2:5][CH2:4][CH:3]1[N:8]1[C:12]([C:13]2[CH:18]=[CH:17][CH:16]=[CH:15][CH:14]=2)=[C:11]([C:19]([O:21][CH2:22][CH3:23])=[O:20])[N:10]=[CH:9]1, predict the reactants needed to synthesize it. (6) Given the product [Cl:7][C:8]1[N:16]=[C:15]2[C:11]([N:12]=[CH:13][N:14]2[CH:1]2[CH2:5][CH2:4][CH2:3][CH2:2]2)=[C:10]([Cl:17])[N:9]=1, predict the reactants needed to synthesize it. The reactants are: [CH:1]1(O)[CH2:5][CH2:4][CH2:3][CH2:2]1.[Cl:7][C:8]1[N:16]=[C:15]2[C:11]([NH:12][CH:13]=[N:14]2)=[C:10]([Cl:17])[N:9]=1.C1(P(C2C=CC=CC=2)C2C=CC=CC=2)C=CC=CC=1.N(C(OCC)=O)=NC(OCC)=O.